This data is from Full USPTO retrosynthesis dataset with 1.9M reactions from patents (1976-2016). The task is: Predict the reactants needed to synthesize the given product. Given the product [F:24][C:25]1[CH:26]=[CH:27][C:28]([C:34]([F:35])([F:36])[F:37])=[C:29]([C:7]2[CH2:21][C@@H:10]3[CH2:11][N:12]([C:14]([O:16][C:17]([CH3:18])([CH3:19])[CH3:20])=[O:15])[CH2:13][C@@H:9]3[CH:8]=2)[CH:30]=1, predict the reactants needed to synthesize it. The reactants are: FC(F)(F)S(O[C:7]1[CH2:21][C@@H:10]2[CH2:11][N:12]([C:14]([O:16][C:17]([CH3:20])([CH3:19])[CH3:18])=[O:15])[CH2:13][C@@H:9]2[CH:8]=1)(=O)=O.[F:24][C:25]1[CH:26]=[CH:27][C:28]([C:34]([F:37])([F:36])[F:35])=[C:29](B(O)O)[CH:30]=1.C([O-])([O-])=O.[Na+].[Na+].